Dataset: NCI-60 drug combinations with 297,098 pairs across 59 cell lines. Task: Regression. Given two drug SMILES strings and cell line genomic features, predict the synergy score measuring deviation from expected non-interaction effect. (1) Drug 1: C1=NC2=C(N1)C(=S)N=C(N2)N. Drug 2: CCN(CC)CCNC(=O)C1=C(NC(=C1C)C=C2C3=C(C=CC(=C3)F)NC2=O)C. Cell line: ACHN. Synergy scores: CSS=52.0, Synergy_ZIP=-2.94, Synergy_Bliss=-1.34, Synergy_Loewe=-2.05, Synergy_HSA=-0.987. (2) Drug 1: COC1=C(C=C2C(=C1)N=CN=C2NC3=CC(=C(C=C3)F)Cl)OCCCN4CCOCC4. Drug 2: C1=CC(=CC=C1CCCC(=O)O)N(CCCl)CCCl. Cell line: M14. Synergy scores: CSS=9.56, Synergy_ZIP=-8.89, Synergy_Bliss=-5.64, Synergy_Loewe=-8.09, Synergy_HSA=-5.03. (3) Drug 1: CN(C)C1=NC(=NC(=N1)N(C)C)N(C)C. Drug 2: N.N.Cl[Pt+2]Cl. Cell line: MDA-MB-231. Synergy scores: CSS=-5.85, Synergy_ZIP=7.18, Synergy_Bliss=-4.89, Synergy_Loewe=-9.67, Synergy_HSA=-8.52. (4) Drug 1: CS(=O)(=O)OCCCCOS(=O)(=O)C. Drug 2: CCC1(C2=C(COC1=O)C(=O)N3CC4=CC5=C(C=CC(=C5CN(C)C)O)N=C4C3=C2)O.Cl. Cell line: SF-539. Synergy scores: CSS=52.3, Synergy_ZIP=-4.78, Synergy_Bliss=-6.72, Synergy_Loewe=-3.37, Synergy_HSA=-2.82. (5) Drug 1: CC1=C2C(C(=O)C3(C(CC4C(C3C(C(C2(C)C)(CC1OC(=O)C(C(C5=CC=CC=C5)NC(=O)OC(C)(C)C)O)O)OC(=O)C6=CC=CC=C6)(CO4)OC(=O)C)O)C)O. Drug 2: C1=CC=C(C(=C1)C(C2=CC=C(C=C2)Cl)C(Cl)Cl)Cl. Cell line: UACC-257. Synergy scores: CSS=0.0135, Synergy_ZIP=-0.0744, Synergy_Bliss=1.01, Synergy_Loewe=1.51, Synergy_HSA=0.507. (6) Drug 1: C1=CC(=CC=C1C#N)C(C2=CC=C(C=C2)C#N)N3C=NC=N3. Drug 2: CS(=O)(=O)CCNCC1=CC=C(O1)C2=CC3=C(C=C2)N=CN=C3NC4=CC(=C(C=C4)OCC5=CC(=CC=C5)F)Cl. Cell line: HT29. Synergy scores: CSS=-8.77, Synergy_ZIP=2.55, Synergy_Bliss=0.570, Synergy_Loewe=-11.1, Synergy_HSA=-10.3. (7) Drug 1: CC(C1=C(C=CC(=C1Cl)F)Cl)OC2=C(N=CC(=C2)C3=CN(N=C3)C4CCNCC4)N. Drug 2: CN(C)N=NC1=C(NC=N1)C(=O)N. Cell line: OVCAR3. Synergy scores: CSS=-1.22, Synergy_ZIP=-0.409, Synergy_Bliss=-2.28, Synergy_Loewe=-5.16, Synergy_HSA=-4.90. (8) Drug 1: CCC(=C(C1=CC=CC=C1)C2=CC=C(C=C2)OCCN(C)C)C3=CC=CC=C3.C(C(=O)O)C(CC(=O)O)(C(=O)O)O. Drug 2: C1CN1C2=NC(=NC(=N2)N3CC3)N4CC4. Cell line: SR. Synergy scores: CSS=51.3, Synergy_ZIP=3.29, Synergy_Bliss=-0.744, Synergy_Loewe=-32.0, Synergy_HSA=-7.73. (9) Drug 1: CC1=C(N=C(N=C1N)C(CC(=O)N)NCC(C(=O)N)N)C(=O)NC(C(C2=CN=CN2)OC3C(C(C(C(O3)CO)O)O)OC4C(C(C(C(O4)CO)O)OC(=O)N)O)C(=O)NC(C)C(C(C)C(=O)NC(C(C)O)C(=O)NCCC5=NC(=CS5)C6=NC(=CS6)C(=O)NCCC[S+](C)C)O. Drug 2: CN(CCCl)CCCl.Cl. Cell line: HOP-62. Synergy scores: CSS=61.2, Synergy_ZIP=4.24, Synergy_Bliss=4.92, Synergy_Loewe=-23.3, Synergy_HSA=5.29. (10) Drug 1: CC1C(C(CC(O1)OC2CC(CC3=C2C(=C4C(=C3O)C(=O)C5=C(C4=O)C(=CC=C5)OC)O)(C(=O)C)O)N)O.Cl. Drug 2: CC1=C(C(=CC=C1)Cl)NC(=O)C2=CN=C(S2)NC3=CC(=NC(=N3)C)N4CCN(CC4)CCO. Cell line: HOP-92. Synergy scores: CSS=50.1, Synergy_ZIP=-0.609, Synergy_Bliss=4.59, Synergy_Loewe=0.639, Synergy_HSA=2.82.